This data is from Forward reaction prediction with 1.9M reactions from USPTO patents (1976-2016). The task is: Predict the product of the given reaction. (1) Given the reactants [F:1][C@@H:2]1[C@@H:6]([CH2:7][OH:8])[O:5][C@@H:4]([N:9]2[C:19]3[N:18]=[C:16]([NH2:17])[NH:15][C:13](=[O:14])[C:12]=3[N:11]=[CH:10]2)[CH2:3]1.[C:20]([NH:30][C@H:31]([C:35]([O:37][CH:38]([CH2:42][O:43][C:44](=[O:60])[C@H:45]([CH:57]([CH3:59])[CH3:58])[NH:46][C:47]([O:49][CH2:50][C:51]1[CH:56]=[CH:55][CH:54]=[CH:53][CH:52]=1)=[O:48])[C:39](O)=[O:40])=[O:36])[CH:32]([CH3:34])[CH3:33])([O:22][CH2:23][C:24]1[CH:29]=[CH:28][CH:27]=[CH:26][CH:25]=1)=[O:21].C1C=CC2N(O)N=NC=2C=1.C1CCC(N=C=NC2CCCCC2)CC1, predict the reaction product. The product is: [F:1][C@@H:2]1[C@@H:6]([CH2:7][O:8][C:39](=[O:40])[CH:38]([O:37][C:35](=[O:36])[C@H:31]([CH:32]([CH3:34])[CH3:33])[NH:30][C:20]([O:22][CH2:23][C:24]2[CH:29]=[CH:28][CH:27]=[CH:26][CH:25]=2)=[O:21])[CH2:42][O:43][C:44](=[O:60])[C@H:45]([CH:57]([CH3:59])[CH3:58])[NH:46][C:47]([O:49][CH2:50][C:51]2[CH:56]=[CH:55][CH:54]=[CH:53][CH:52]=2)=[O:48])[O:5][C@@H:4]([N:9]2[C:19]3[N:18]=[C:16]([NH2:17])[NH:15][C:13](=[O:14])[C:12]=3[N:11]=[CH:10]2)[CH2:3]1. (2) The product is: [F:21][C:2]([F:1])([F:20])[O:3][C:4]1[CH:9]=[CH:8][C:7]([C:10]2[CH:11]=[CH:12][C:13]3[O:17][N:16]=[C:15]([O:18][CH2:23][C:24]([O:26][C:27]([CH3:30])([CH3:29])[CH3:28])=[O:25])[C:14]=3[CH:19]=2)=[CH:6][CH:5]=1. Given the reactants [F:1][C:2]([F:21])([F:20])[O:3][C:4]1[CH:9]=[CH:8][C:7]([C:10]2[CH:11]=[CH:12][C:13]3[O:17][N:16]=[C:15]([OH:18])[C:14]=3[CH:19]=2)=[CH:6][CH:5]=1.Br[CH2:23][C:24]([O:26][C:27]([CH3:30])([CH3:29])[CH3:28])=[O:25].C(=O)([O-])[O-].[Cs+].[Cs+], predict the reaction product. (3) Given the reactants [F:1][C:2]([F:17])([F:16])[C:3]([C:9]1[S:13][C:12]([CH:14]=[O:15])=[N:11][CH:10]=1)([OH:8])[C:4]([F:7])([F:6])[F:5].[BH4-].[Na+], predict the reaction product. The product is: [F:16][C:2]([F:1])([F:17])[C:3]([C:9]1[S:13][C:12]([CH2:14][OH:15])=[N:11][CH:10]=1)([OH:8])[C:4]([F:7])([F:6])[F:5]. (4) Given the reactants [NH:1]1[C:5]2[CH:6]=[CH:7][CH:8]=[CH:9][C:4]=2[N:3]=[C:2]1[NH:10][CH:11]1[CH2:16][CH2:15][N:14]([C:17]([O:19][CH2:20][CH3:21])=[O:18])[CH2:13][CH2:12]1.Cl[CH:23]1[C:27]2=[N:28][CH:29]=[CH:30][CH:31]=[C:26]2[CH2:25][CH2:24]1.C(=O)([O-])[O-].[K+].[K+].O, predict the reaction product. The product is: [N:28]1[C:27]2[CH:23]([N:1]3[C:5]4[CH:6]=[CH:7][CH:8]=[CH:9][C:4]=4[N:3]=[C:2]3[NH:10][CH:11]3[CH2:16][CH2:15][N:14]([C:17]([O:19][CH2:20][CH3:21])=[O:18])[CH2:13][CH2:12]3)[CH2:24][CH2:25][C:26]=2[CH:31]=[CH:30][CH:29]=1. (5) Given the reactants [CH3:1][S:2][C:3]1[C:11]2[C:6](=[CH:7][C:8]([N:12]3[CH2:17][CH2:16][N:15](C(OC(C)(C)C)=O)[CH2:14][CH2:13]3)=[CH:9][CH:10]=2)[N:5]([C:25]2[CH:30]=[CH:29][CH:28]=[CH:27][CH:26]=2)[N:4]=1.[ClH:31], predict the reaction product. The product is: [ClH:31].[CH3:1][S:2][C:3]1[C:11]2[C:6](=[CH:7][C:8]([N:12]3[CH2:13][CH2:14][NH:15][CH2:16][CH2:17]3)=[CH:9][CH:10]=2)[N:5]([C:25]2[CH:26]=[CH:27][CH:28]=[CH:29][CH:30]=2)[N:4]=1. (6) Given the reactants [Br:1][C:2]1[CH:7]=[C:6]([F:8])[CH:5]=[CH:4][C:3]=1[CH:9]1[C:14]([C:15]([O:17][CH2:18][CH3:19])=[O:16])=[C:13]([CH3:20])[NH:12][C:11]([C:21]2[C:26]([F:27])=[CH:25][C:24]([F:28])=[CH:23][C:22]=2[F:29])=[N:10]1.C1C(=O)N([Br:37])C(=O)C1, predict the reaction product. The product is: [Br:1][C:2]1[CH:7]=[C:6]([F:8])[CH:5]=[CH:4][C:3]=1[CH:9]1[C:14]([C:15]([O:17][CH2:18][CH3:19])=[O:16])=[C:13]([CH2:20][Br:37])[NH:12][C:11]([C:21]2[C:22]([F:29])=[CH:23][C:24]([F:28])=[CH:25][C:26]=2[F:27])=[N:10]1.